This data is from Catalyst prediction with 721,799 reactions and 888 catalyst types from USPTO. The task is: Predict which catalyst facilitates the given reaction. Reactant: [F:1][C:2]1[CH:3]=[C:4]([NH:9][C:10]([NH:12][C@H:13]2[CH2:21][C@H:20]3[C@:16]([C:22]4[CH:27]=[CH:26][C:25]([O:28][CH3:29])=[C:24]([O:30][CH3:31])[CH:23]=4)([CH2:17][CH2:18][NH:19]3)[CH2:15][CH2:14]2)=[O:11])[CH:5]=[CH:6][C:7]=1[F:8].C(O)(=O)C.[Cl:36][CH2:37][CH:38]=O.[BH3-]C#N.[Na+]. Product: [Cl:36][CH2:37][CH2:38][N:19]1[C@@H:20]2[C@@:16]([C:22]3[CH:27]=[CH:26][C:25]([O:28][CH3:29])=[C:24]([O:30][CH3:31])[CH:23]=3)([CH2:15][CH2:14][C@@H:13]([NH:12][C:10]([NH:9][C:4]3[CH:5]=[CH:6][C:7]([F:8])=[C:2]([F:1])[CH:3]=3)=[O:11])[CH2:21]2)[CH2:17][CH2:18]1. The catalyst class is: 5.